This data is from CYP2D6 inhibition data for predicting drug metabolism from PubChem BioAssay. The task is: Regression/Classification. Given a drug SMILES string, predict its absorption, distribution, metabolism, or excretion properties. Task type varies by dataset: regression for continuous measurements (e.g., permeability, clearance, half-life) or binary classification for categorical outcomes (e.g., BBB penetration, CYP inhibition). Dataset: cyp2d6_veith. The molecule is NC1=NCCCC1. The result is 0 (non-inhibitor).